This data is from Peptide-MHC class I binding affinity with 185,985 pairs from IEDB/IMGT. The task is: Regression. Given a peptide amino acid sequence and an MHC pseudo amino acid sequence, predict their binding affinity value. This is MHC class I binding data. (1) The peptide sequence is KTNTKHCPK. The MHC is HLA-A11:01 with pseudo-sequence HLA-A11:01. The binding affinity (normalized) is 0.895. (2) The peptide sequence is AQPGLLSYV. The MHC is HLA-A68:02 with pseudo-sequence HLA-A68:02. The binding affinity (normalized) is 0.104. (3) The peptide sequence is AILSLNLRI. The MHC is HLA-B08:01 with pseudo-sequence HLA-B08:01. The binding affinity (normalized) is 0.339. (4) The peptide sequence is ISPRTLNAW. The MHC is HLA-A30:01 with pseudo-sequence HLA-A30:01. The binding affinity (normalized) is 0.